From a dataset of Reaction yield outcomes from USPTO patents with 853,638 reactions. Predict the reaction yield, written as a fraction of the theoretical maximum amount of product (1.0 means a 100% yield; for example, 0.34 means a 34% yield). (1) The reactants are [C:1]1([CH2:7][N:8]2[C:20]3[CH:19]=[CH:18][CH:17]=[C:16]([O:21][CH2:22][C:23]([O:25]C)=[O:24])[C:15]=3[C:14]3[C:9]2=[CH:10][CH:11]=[CH:12][C:13]=3[C:27](=[O:29])[NH2:28])[CH:6]=[CH:5][CH:4]=[CH:3][CH:2]=1.[OH-].[Na+]. The catalyst is C(O)C. The product is [C:1]1([CH2:7][N:8]2[C:20]3[CH:19]=[CH:18][CH:17]=[C:16]([O:21][CH2:22][C:23]([OH:25])=[O:24])[C:15]=3[C:14]3[C:9]2=[CH:10][CH:11]=[CH:12][C:13]=3[C:27](=[O:29])[NH2:28])[CH:6]=[CH:5][CH:4]=[CH:3][CH:2]=1. The yield is 0.700. (2) The reactants are C([O:8][C:9]1[C:18](=[O:19])[N:17]2[C:12]([C:13]([CH3:21])([CH3:20])[O:14][CH2:15][CH2:16]2)=[N:11][C:10]=1[C:22]1[O:23][C:24]([CH2:27][C:28]2[CH:33]=[CH:32][C:31]([F:34])=[CH:30][CH:29]=2)=[N:25][N:26]=1)C1C=CC=CC=1. The catalyst is C(O)(C(F)(F)F)=O. The product is [F:34][C:31]1[CH:32]=[CH:33][C:28]([CH2:27][C:24]2[O:23][C:22]([C:10]3[N:11]=[C:12]4[N:17]([C:18](=[O:19])[C:9]=3[OH:8])[CH2:16][CH2:15][O:14][C:13]4([CH3:21])[CH3:20])=[N:26][N:25]=2)=[CH:29][CH:30]=1. The yield is 0.600.